Dataset: Forward reaction prediction with 1.9M reactions from USPTO patents (1976-2016). Task: Predict the product of the given reaction. (1) The product is: [C:16]([C:13]1[CH:14]=[CH:15][C:10]([CH:9]2[N:4]3[N:3]=[C:2]([NH:1][C:41]([O:43][CH3:44])=[O:42])[N:34]=[C:5]3[N:6]([C:24]3[CH:29]=[CH:28][CH:27]=[C:26]([C:30]([F:31])([F:33])[F:32])[CH:25]=3)[C:7]([CH3:23])=[C:8]2[C:18]([O:20][CH2:21][CH3:22])=[O:19])=[CH:11][CH:12]=1)#[N:17]. Given the reactants [NH2:1][C:2]1[N:34]=[C:5]2[N:6]([C:24]3[CH:29]=[CH:28][CH:27]=[C:26]([C:30]([F:33])([F:32])[F:31])[CH:25]=3)[C:7]([CH3:23])=[C:8]([C:18]([O:20][CH2:21][CH3:22])=[O:19])[CH:9]([C:10]3[CH:15]=[CH:14][C:13]([C:16]#[N:17])=[CH:12][CH:11]=3)[N:4]2[N:3]=1.C1COCC1.Cl[C:41]([O:43][CH3:44])=[O:42], predict the reaction product. (2) The product is: [ClH:38].[ClH:38].[F:1][C:2]1[CH:3]=[C:4]([NH:24][C:36]([NH:35][C:33](=[O:34])[CH2:32][C:27]2[CH:28]=[CH:29][CH:30]=[CH:31][C:26]=2[F:25])=[S:37])[CH:5]=[CH:6][C:7]=1[O:8][C:9]1[CH:14]=[CH:13][N:12]=[C:11]2[CH:15]=[C:16]([C:18]3[N:19]([CH3:23])[CH:20]=[CH:21][N:22]=3)[S:17][C:10]=12. Given the reactants [F:1][C:2]1[CH:3]=[C:4]([NH2:24])[CH:5]=[CH:6][C:7]=1[O:8][C:9]1[CH:14]=[CH:13][N:12]=[C:11]2[CH:15]=[C:16]([C:18]3[N:19]([CH3:23])[CH:20]=[CH:21][N:22]=3)[S:17][C:10]=12.[F:25][C:26]1[CH:31]=[CH:30][CH:29]=[CH:28][C:27]=1[CH2:32][C:33]([N:35]=[C:36]=[S:37])=[O:34].[ClH:38], predict the reaction product. (3) Given the reactants [CH2:1]([O:8][C:9]1[C:14](=[O:15])[CH:13]=[CH:12][N:11]([C:16]2[CH:17]=[C:18]([C:22]3[CH:27]=[CH:26][CH:25]=[CH:24][CH:23]=3)[CH:19]=[CH:20][CH:21]=2)[CH:10]=1)[C:2]1[CH:7]=[CH:6][CH:5]=[CH:4][CH:3]=1.[Br:28]NC(=O)CCC(N)=O, predict the reaction product. The product is: [CH2:1]([O:8][C:9]1[C:14](=[O:15])[C:13]([Br:28])=[CH:12][N:11]([C:16]2[CH:17]=[C:18]([C:22]3[CH:27]=[CH:26][CH:25]=[CH:24][CH:23]=3)[CH:19]=[CH:20][CH:21]=2)[CH:10]=1)[C:2]1[CH:3]=[CH:4][CH:5]=[CH:6][CH:7]=1. (4) Given the reactants [NH2:1][CH2:2][CH:3]([OH:5])[CH3:4].[S:6](=O)(=[O:9])([OH:8])[OH:7], predict the reaction product. The product is: [S:6]([OH:9])([O:5][CH:3]([CH3:4])[CH2:2][NH2:1])(=[O:8])=[O:7]. (5) Given the reactants [N:1]1([CH2:7][C:8]([N:10]2[CH2:14][CH2:13][CH2:12][CH2:11]2)=[O:9])[CH2:6][CH2:5][NH:4][CH2:3][CH2:2]1.[ClH:15].[CH3:16][O:17][C:18]1[C:26]2[O:25][C:24](C)(C)C[C:22]=2[C:21]([C:29]2[C@@H:38]3[C@@H:33]([CH2:34][CH:35]=[CH:36][CH2:37]3)[C:32](=[O:39])[N:31]([C:40]3[CH:45]=[CH:44][C:43]([C:46](N4CCN(C/C=C/C5C=CC=CC=5)CC4)=[O:47])=[CH:42][CH:41]=3)[N:30]=2)=[CH:20][CH:19]=1, predict the reaction product. The product is: [ClH:15].[CH3:24][O:25][C:26]1[CH:22]=[C:21]([C:29]2[C@@H:38]3[C@@H:33]([CH2:34][CH:35]=[CH:36][CH2:37]3)[C:32](=[O:39])[N:31]([C:40]3[CH:41]=[CH:42][C:43]([C:46]([N:4]4[CH2:3][CH2:2][N:1]([CH2:7][C:8](=[O:9])[N:10]5[CH2:11][CH2:12][CH2:13][CH2:14]5)[CH2:6][CH2:5]4)=[O:47])=[CH:44][CH:45]=3)[N:30]=2)[CH:20]=[CH:19][C:18]=1[O:17][CH3:16]. (6) Given the reactants [Br:1][C:2]1[CH:11]=[C:10]2[C:5]([C:6](=[CH:13][N:14]([CH3:16])C)[C:7](=[O:12])[NH:8][CH2:9]2)=[CH:4][CH:3]=1.[CH3:17][O:18][C:19]1[CH:24]=[CH:23]C(N)=[CH:21][CH:20]=1, predict the reaction product. The product is: [Br:1][C:2]1[CH:11]=[C:10]2[C:5]([C:6](=[CH:13][NH:14][C:16]3[CH:23]=[CH:24][C:19]([O:18][CH3:17])=[CH:20][CH:21]=3)[C:7](=[O:12])[NH:8][CH2:9]2)=[CH:4][CH:3]=1. (7) Given the reactants [C:1](Cl)(=[O:3])[CH3:2].[F:5][C:6]1[CH:7]=[C:8]2[C:26](=[CH:27][CH:28]=1)[O:25][CH2:24][CH2:23][NH:22][CH2:21][C:20]1=[C:29]3[N:30]=[C:14]([CH:15]=[CH:16][N:17]3[N:18]=[CH:19]1)[N:13]1[C@@H:9]2[CH2:10][CH2:11][CH2:12]1.CCN(C(C)C)C(C)C, predict the reaction product. The product is: [F:5][C:6]1[CH:7]=[C:8]2[C:26](=[CH:27][CH:28]=1)[O:25][CH2:24][CH2:23][N:22]([C:1](=[O:3])[CH3:2])[CH2:21][C:20]1=[C:29]3[N:30]=[C:14]([CH:15]=[CH:16][N:17]3[N:18]=[CH:19]1)[N:13]1[C@@H:9]2[CH2:10][CH2:11][CH2:12]1. (8) Given the reactants [SH-:1].[C+4:2].[SH-:3].[SH-].[SH-].[OH-].[K+:7].[N+:8]([CH3:11])([O-:10])=[O:9], predict the reaction product. The product is: [N+:8]([CH:11]=[C:2]([S-:3])[S-:1])([O-:10])=[O:9].[K+:7].[K+:7]. (9) Given the reactants ClC1C=CC(C2[C:15]([C:16]3[CH:21]=[CH:20][CH:19]=[CH:18][CH:17]=3)=[C:14]3[N:10]([CH2:11][C:12]([CH3:23])([CH3:22])[CH2:13]3)C=2CC(O)=O)=CC=1.C(C1CC(C)(C)CN=1)C1C=CC=CC=1.C1C(C(CBr)=[O:49])=CC=C(Cl)C=1.ClC1C=CC(C2C(C3C=CC=CC=3)=C3N(CC(C)(C)C3)C=2)=CC=1, predict the reaction product. The product is: [CH3:22][C:12]([CH3:23])([CH2:13][C:14](=[O:49])[CH2:15][C:16]1[CH:21]=[CH:20][CH:19]=[CH:18][CH:17]=1)[C:11]#[N:10]. (10) Given the reactants [Cl-].[Al+3].[Cl-].[Cl-].[CH2:5]([NH2:17])[CH2:6][CH2:7][CH2:8][CH2:9][CH2:10][CH2:11][CH2:12][CH2:13][CH2:14][CH2:15][CH3:16].[CH3:18][CH2:19][CH2:20][CH2:21][CH2:22][CH2:23][CH2:24][CH:25]1[O:30][C:28](=[O:29])[CH2:27][CH2:26]1, predict the reaction product. The product is: [CH2:5]([NH:17][C:28](=[O:29])[CH2:27][CH2:26][CH:25]([OH:30])[CH2:24][CH2:23][CH2:22][CH2:21][CH2:20][CH2:19][CH3:18])[CH2:6][CH2:7][CH2:8][CH2:9][CH2:10][CH2:11][CH2:12][CH2:13][CH2:14][CH2:15][CH3:16].